This data is from Reaction yield outcomes from USPTO patents with 853,638 reactions. The task is: Predict the reaction yield, written as a fraction of the theoretical maximum amount of product (1.0 means a 100% yield; for example, 0.34 means a 34% yield). (1) The reactants are C([O:3][C:4]([CH:6]1[CH2:15][CH:14]([C:16]2[CH:21]=[CH:20][C:19]([Cl:22])=[C:18]([Cl:23])[CH:17]=2)[C:13]2[C:8](=[CH:9][CH:10]=[CH:11][CH:12]=2)[CH2:7]1)=O)C.[H-].[H-].[H-].[H-].[Li+].[Al+3].O. The product is [Cl:23][C:18]1[CH:17]=[C:16]([CH:14]2[C:13]3[C:8](=[CH:9][CH:10]=[CH:11][CH:12]=3)[CH2:7][CH:6]([CH2:4][OH:3])[CH2:15]2)[CH:21]=[CH:20][C:19]=1[Cl:22]. The yield is 0.800. The catalyst is C1COCC1. (2) The reactants are [CH3:1][C:2]1[C:3]([O:11][CH2:12][C:13]([F:16])([F:15])[F:14])=[N:4][CH:5]=[C:6]([CH:10]=1)[C:7]([OH:9])=[O:8].IC.[C:19](=O)([O-])[O-].[K+].[K+].O. The catalyst is CC(N(C)C)=O. The product is [CH3:1][C:2]1[C:3]([O:11][CH2:12][C:13]([F:16])([F:14])[F:15])=[N:4][CH:5]=[C:6]([CH:10]=1)[C:7]([O:9][CH3:19])=[O:8]. The yield is 0.880. (3) The reactants are [NH2:1][C:2]1[CH:7]=[CH:6][C:5]([OH:8])=[C:4]([N+:9]([O-:11])=[O:10])[CH:3]=1.[F:12][C:13]1[C:20]([F:21])=[C:19]([C:22]([F:25])([F:24])[F:23])[C:18]([F:26])=[C:17]([F:27])[C:14]=1[CH2:15]Br. The catalyst is CN(C=O)C. The product is [N+:9]([C:4]1[CH:3]=[C:2]([NH:1][CH2:15][C:14]2[C:17]([F:27])=[C:18]([F:26])[C:19]([C:22]([F:23])([F:25])[F:24])=[C:20]([F:21])[C:13]=2[F:12])[CH:7]=[CH:6][C:5]=1[OH:8])([O-:11])=[O:10]. The yield is 0.400. (4) The reactants are Cl.[NH2:2][CH:3]1[CH2:8][CH2:7][CH2:6][NH:5][C:4]1=[O:9].C([O-])([O-])=O.[K+].[K+].[F:16][C:17]1[CH:25]=[CH:24][C:20]([C:21](Cl)=[O:22])=[CH:19][CH:18]=1. The catalyst is C(Cl)(Cl)Cl. The product is [F:16][C:17]1[CH:25]=[CH:24][C:20]([C:21]([NH:2][CH:3]2[CH2:8][CH2:7][CH2:6][NH:5][C:4]2=[O:9])=[O:22])=[CH:19][CH:18]=1. The yield is 0.540.